This data is from Forward reaction prediction with 1.9M reactions from USPTO patents (1976-2016). The task is: Predict the product of the given reaction. (1) Given the reactants Br[C:2]1[C:3]2[C:8]([CH:9]=[C:10]3[C:15]=1[CH:14]=[CH:13][CH:12]=[CH:11]3)=[CH:7][CH:6]=[CH:5][CH:4]=2.[C:16]([C:20]1[CH:21]=[C:22]2[C:34]3=[C:35]4[C:25](=C(C)C=C(B5OC(C)(C)C(C)(C)O5)[C:29]4=[CH:30][CH:31]=[C:32]3[CH:33]=1)[CH:24]=[CH:23]2)([CH3:19])([CH3:18])[CH3:17].C(=O)([O-])[O-].[Na+].[Na+].C(O[CH2:56][CH3:57])(=O)C.[C:58]1(C)C=CC=C[CH:59]=1, predict the reaction product. The product is: [C:16]([C:20]1[CH:21]=[C:22]2[C:34]3=[C:35]4[C:25](=[C:56]([CH3:57])[CH:58]=[C:59]([C:2]5[C:3]6[C:8]([CH:9]=[C:10]7[C:15]=5[CH:14]=[CH:13][CH:12]=[CH:11]7)=[CH:7][CH:6]=[CH:5][CH:4]=6)[C:29]4=[CH:30][CH:31]=[C:32]3[CH:33]=1)[CH:24]=[CH:23]2)([CH3:19])([CH3:18])[CH3:17]. (2) Given the reactants [F:1][C:2]([F:40])([F:39])[CH:3]([CH:28](C(OCC)=O)[C:29]([O:31]CC)=[O:30])[NH:4][C:5]1[CH:10]=[CH:9][C:8]([O:11][C:12]2[CH:17]=[CH:16][N:15]=[C:14]3[CH:18]=[C:19]([C:21]4[N:22]=[CH:23][N:24]([CH3:26])[CH:25]=4)[S:20][C:13]=23)=[C:7]([F:27])[CH:6]=1.[OH-].[Na+], predict the reaction product. The product is: [F:40][C:2]([F:1])([F:39])[CH:3]([NH:4][C:5]1[CH:10]=[CH:9][C:8]([O:11][C:12]2[CH:17]=[CH:16][N:15]=[C:14]3[CH:18]=[C:19]([C:21]4[N:22]=[CH:23][N:24]([CH3:26])[CH:25]=4)[S:20][C:13]=23)=[C:7]([F:27])[CH:6]=1)[CH2:28][C:29]([OH:31])=[O:30]. (3) The product is: [F:1][C:2]1[CH:3]=[CH:4][C:5]([C:8]2[S:9][C:10]([C@@H:18]([OH:19])[C@@H:20]3[N:24]([CH3:25])[C:23](=[O:26])[CH2:22][C@@H:21]3[C:27]3[CH:28]=[CH:29][CH:30]=[CH:31][CH:32]=3)=[CH:11][CH:12]=2)=[CH:6][CH:7]=1. Given the reactants [F:1][C:2]1[CH:7]=[CH:6][C:5]([C:8]2[S:9][CH:10]=[CH:11][CH:12]=2)=[CH:4][CH:3]=1.[Li]CCCC.[CH:18]([C@@H:20]1[N:24]([CH3:25])[C:23](=[O:26])[CH2:22][C@@H:21]1[C:27]1[CH:32]=[CH:31][CH:30]=[CH:29][CH:28]=1)=[O:19].[NH4+].[Cl-], predict the reaction product. (4) Given the reactants Br[C:2]1[C:7]([CH3:8])=[CH:6][C:5]([OH:9])=[CH:4][C:3]=1[CH3:10].[CH:11]([C:13]1[CH:14]=[C:15](B(O)O)[CH:16]=[CH:17][CH:18]=1)=[O:12].O, predict the reaction product. The product is: [OH:9][C:5]1[CH:6]=[C:7]([CH3:8])[C:2]([C:17]2[CH:16]=[CH:15][CH:14]=[C:13]([CH:11]=[O:12])[CH:18]=2)=[C:3]([CH3:10])[CH:4]=1. (5) Given the reactants [F:1][C:2]1[CH:7]=[CH:6][C:5]([CH2:8][CH2:9][N:10]2[CH2:15][CH2:14][C@H:13]([CH3:16])[C@H:12]([CH2:17][NH2:18])[CH2:11]2)=[CH:4][CH:3]=1.C1([O:25][C:26](=O)[NH:27][C:28]2[CH:33]=[CH:32][CH:31]=[C:30]([C:34]3[N:38]([CH3:39])[N:37]=[N:36][N:35]=3)[CH:29]=2)C=CC=CC=1.C(N(CC)CC)C, predict the reaction product. The product is: [CH3:39][N:38]1[C:34]([C:30]2[CH:29]=[C:28]([NH:27][C:26]([NH:18][CH2:17][C@H:12]3[C@@H:13]([CH3:16])[CH2:14][CH2:15][N:10]([CH2:9][CH2:8][C:5]4[CH:6]=[CH:7][C:2]([F:1])=[CH:3][CH:4]=4)[CH2:11]3)=[O:25])[CH:33]=[CH:32][CH:31]=2)=[N:35][N:36]=[N:37]1. (6) Given the reactants CON(C)[C:4](=[O:11])[C@@H:5]([NH:7][C:8](=[O:10])[O-:9])[CH3:6].[F:13][C:14]([F:24])([F:23])[C:15]1[CH:20]=[CH:19][C:18]([Mg]Br)=[CH:17][CH:16]=1.S([O-])(O)(=O)=O.[Na+], predict the reaction product. The product is: [F:13][C:14]([F:24])([F:23])[C:15]1[CH:20]=[CH:19][C:18]([C:4](=[O:11])[C@@H:5]([NH:7][C:8](=[O:10])[O:9][C:15]([CH3:20])([CH3:16])[CH3:14])[CH3:6])=[CH:17][CH:16]=1. (7) Given the reactants [Cl:1][C:2]1[CH:7]=[CH:6][C:5]([NH:8][C:9]([NH:11][C:12]2[CH:17]=[CH:16][C:15]([N:18]3[C:26](I)=[N:25][C:24]4[C:19]3=[N:20][CH:21]=[N:22][C:23]=4[NH:28][CH3:29])=[CH:14][CH:13]=2)=[O:10])=[CH:4][C:3]=1[C:30]([F:33])([F:32])[F:31].[CH2:34]([OH:36])[CH3:35], predict the reaction product. The product is: [Cl:1][C:2]1[CH:7]=[CH:6][C:5]([NH:8][C:9]([NH:11][C:12]2[CH:17]=[CH:16][C:15]([N:18]3[C:26]([O:36][CH2:34][CH3:35])=[N:25][C:24]4[C:19]3=[N:20][CH:21]=[N:22][C:23]=4[NH:28][CH3:29])=[CH:14][CH:13]=2)=[O:10])=[CH:4][C:3]=1[C:30]([F:33])([F:32])[F:31]. (8) Given the reactants [Cl:1][C:2]1[N:3]=[N:4][C:5](Cl)=[CH:6][CH:7]=1.[CH:9](B1OC(C)(C)C(C)(C)O1)=[CH2:10].C(=O)([O-])[O-].[K+].[K+].O1CCOCC1, predict the reaction product. The product is: [Cl:1][C:2]1[N:3]=[N:4][C:5]([CH:9]=[CH2:10])=[CH:6][CH:7]=1. (9) Given the reactants [Cl:1][C:2]1[C:11]([N:12]2[CH2:17][CH2:16][O:15][CH2:14][CH2:13]2)=[CH:10][C:5]([C:6]([NH:8][CH3:9])=[O:7])=[C:4]([CH3:18])[CH:3]=1.[F:19][C:20]([F:30])([F:29])[C:21]1[CH:28]=[CH:27][CH:26]=[CH:25][C:22]=1C#N.[Cl-].[NH4+], predict the reaction product. The product is: [Cl:1][C:2]1[CH:3]=[C:4]2[C:5](=[CH:10][C:11]=1[N:12]1[CH2:17][CH2:16][O:15][CH2:14][CH2:13]1)[C:6](=[O:7])[NH:8][C:9]([C:22]1[CH:25]=[CH:26][CH:27]=[CH:28][C:21]=1[C:20]([F:30])([F:29])[F:19])=[CH:18]2.